This data is from Forward reaction prediction with 1.9M reactions from USPTO patents (1976-2016). The task is: Predict the product of the given reaction. Given the reactants [F:1][C:2]1[C:11]([CH2:12][CH2:13][C:14]2[CH:15]=[N:16][C:17]([NH:20][C:21]3[CH:22]=[N:23][N:24]([C@@H:26]4[CH2:31][CH2:30][CH2:29][NH:28][CH2:27]4)[CH:25]=3)=[N:18][CH:19]=2)=[CH:10][C:5]([C:6]([NH:8][CH3:9])=[O:7])=[CH:4][C:3]=1[O:32][CH3:33].C=O.[C:36](O[BH-](OC(=O)C)OC(=O)C)(=O)C.[Na+], predict the reaction product. The product is: [F:1][C:2]1[C:11]([CH2:12][CH2:13][C:14]2[CH:15]=[N:16][C:17]([NH:20][C:21]3[CH:22]=[N:23][N:24]([C@@H:26]4[CH2:31][CH2:30][CH2:29][N:28]([CH3:36])[CH2:27]4)[CH:25]=3)=[N:18][CH:19]=2)=[CH:10][C:5]([C:6]([NH:8][CH3:9])=[O:7])=[CH:4][C:3]=1[O:32][CH3:33].